Dataset: Full USPTO retrosynthesis dataset with 1.9M reactions from patents (1976-2016). Task: Predict the reactants needed to synthesize the given product. (1) Given the product [CH2:1]([N:8]1[CH2:13][CH2:12][N:11]2[C:14](=[O:15])[C@@H:16]([NH:20][C:21](=[O:27])[O:22][C:23]([CH3:24])([CH3:26])[CH3:25])[CH2:17][CH:18]=[CH:28][CH:10]2[CH2:9]1)[C:2]1[CH:7]=[CH:6][CH:5]=[CH:4][CH:3]=1, predict the reactants needed to synthesize it. The reactants are: [CH2:1]([N:8]1[CH2:13][CH2:12][N:11]([C:14]([C@@H:16]([NH:20][C:21](=[O:27])[O:22][C:23]([CH3:26])([CH3:25])[CH3:24])[CH2:17][CH:18]=C)=[O:15])[CH:10]([CH:28]=C)[CH2:9]1)[C:2]1[CH:7]=[CH:6][CH:5]=[CH:4][CH:3]=1. (2) Given the product [C:1]([O:5][C:6]([N:8]1[CH2:13][CH2:12][CH:11]([O:14][C:26]2[N:25]3[CH:31]=[C:22]([C:20](=[O:21])[NH:49][C:47]4[NH:46][C:45]5[CH:50]=[CH:51][C:42]([C:38]6[CH:39]=[CH:40][CH:41]=[C:36]([C:35]([F:53])([F:34])[F:52])[CH:37]=6)=[CH:43][C:44]=5[N:48]=4)[N:23]=[C:24]3[CH:29]=[CH:28][CH:27]=2)[CH2:10][CH2:9]1)=[O:7])([CH3:4])([CH3:2])[CH3:3], predict the reactants needed to synthesize it. The reactants are: [C:1]([O:5][C:6]([N:8]1[CH2:13][CH2:12][CH:11]([OH:14])[CH2:10][CH2:9]1)=[O:7])([CH3:4])([CH3:3])[CH3:2].[H-].[Na+].C(O[C:20]([C:22]1[N:23]=[C:24]2[CH:29]=[CH:28][CH:27]=[C:26](Cl)[N:25]2[CH:31]=1)=[O:21])C.Br.Br.[F:34][C:35]([F:53])([F:52])[C:36]1[CH:37]=[C:38]([C:42]2[CH:51]=[CH:50][C:45]3[NH:46][C:47]([NH2:49])=[N:48][C:44]=3[CH:43]=2)[CH:39]=[CH:40][CH:41]=1.CN(C(ON1N=NC2C=CC=CC1=2)=[N+](C)C)C.F[P-](F)(F)(F)(F)F.CCN(C(C)C)C(C)C. (3) Given the product [ClH:8].[N:22]1[CH:21]=[CH:20][CH:19]=[N:18][C:17]=1[N:11]1[CH2:10][C@@H:15]2[CH2:16][C@H:12]1[CH2:13][NH:14]2, predict the reactants needed to synthesize it. The reactants are: [C@H]12C[C@H](NC1)CN2.[ClH:8].C[CH:10]1[CH2:15][NH:14][CH2:13][CH:12]([CH3:16])[N:11]1[C:17]1[N:22]=[CH:21][CH:20]=[CH:19][N:18]=1.